This data is from HIV replication inhibition screening data with 41,000+ compounds from the AIDS Antiviral Screen. The task is: Binary Classification. Given a drug SMILES string, predict its activity (active/inactive) in a high-throughput screening assay against a specified biological target. The compound is CCOCNC(=O)N(COCC)COCC. The result is 0 (inactive).